Task: Predict which catalyst facilitates the given reaction.. Dataset: Catalyst prediction with 721,799 reactions and 888 catalyst types from USPTO Reactant: [CH2:1]([Li])CCC.[CH3:6][O:7][CH:8]([O:23][CH3:24])[C:9]1[CH:14]=[CH:13][CH:12]=[C:11]([C:15]([F:18])([F:17])[F:16])[C:10]=1[O:19][CH2:20][O:21][CH3:22].CN(C)CCN(C)C.CI.[Cl-].[NH4+]. Product: [CH3:6][O:7][CH:8]([O:23][CH3:24])[C:9]1[C:10]([O:19][CH2:20][O:21][CH3:22])=[C:11]([C:15]([F:17])([F:18])[F:16])[CH:12]=[CH:13][C:14]=1[CH3:1]. The catalyst class is: 7.